Dataset: Forward reaction prediction with 1.9M reactions from USPTO patents (1976-2016). Task: Predict the product of the given reaction. Given the reactants [NH2:1][C:2]1[CH:7]=[C:6]([OH:8])[CH:5]=[CH:4][N:3]=1.C1CCN2C(=NCCC2)CC1.[Cl:20][C:21]1[C:26]([Cl:27])=[C:25]([N+:28]([O-:30])=[O:29])[CH:24]=[CH:23][C:22]=1F, predict the reaction product. The product is: [Cl:20][C:21]1[C:26]([Cl:27])=[C:25]([N+:28]([O-:30])=[O:29])[CH:24]=[CH:23][C:22]=1[O:8][C:6]1[CH:5]=[CH:4][N:3]=[C:2]([NH2:1])[CH:7]=1.